Dataset: Catalyst prediction with 721,799 reactions and 888 catalyst types from USPTO. Task: Predict which catalyst facilitates the given reaction. (1) Reactant: [Cl:1][C:2]1[CH:7]=[C:6]([CH3:8])[NH:5][C:4](=[O:9])[C:3]=1[C:10]#[N:11].F[B-](F)(F)F.[CH3:17][O+](C)C. Product: [Cl:1][C:2]1[C:3]([C:10]#[N:11])=[C:4]([O:9][CH3:17])[N:5]=[C:6]([CH3:8])[CH:7]=1. The catalyst class is: 2. (2) Product: [CH3:33][S:34]([OH:37])(=[O:36])=[O:35].[C:1]([C:5]1[NH:6][C:7]([C:25]2[CH:30]=[CH:29][C:28]([F:31])=[CH:27][C:26]=2[F:32])=[C:8]([C:10]2[N:15]=[C:14]3[N:16]([CH2:20][C:21]([CH3:24])([CH3:23])[CH3:22])[C:17]([NH2:19])=[N:18][C:13]3=[CH:12][CH:11]=2)[N:9]=1)([CH3:2])([CH3:3])[CH3:4]. Reactant: [C:1]([C:5]1[NH:6][C:7]([C:25]2[CH:30]=[CH:29][C:28]([F:31])=[CH:27][C:26]=2[F:32])=[C:8]([C:10]2[N:15]=[C:14]3[N:16]([CH2:20][C:21]([CH3:24])([CH3:23])[CH3:22])[C:17]([NH2:19])=[N:18][C:13]3=[CH:12][CH:11]=2)[N:9]=1)([CH3:4])([CH3:3])[CH3:2].[CH3:33][S:34]([OH:37])(=[O:36])=[O:35]. The catalyst class is: 5. (3) The catalyst class is: 262. Reactant: [C:1]([C:4]1[CH:9]=[C:8]([O:10][CH3:11])[C:7]([O:12][CH3:13])=[CH:6][C:5]=1[CH2:14][C:15]([OH:17])=O)(O)=[O:2].[NH4+:18].[OH-]. Product: [CH3:13][O:12][C:7]1[CH:6]=[C:5]2[C:4](=[CH:9][C:8]=1[O:10][CH3:11])[C:1](=[O:2])[NH:18][C:15](=[O:17])[CH2:14]2. (4) Reactant: [C:1]([C:4]1[S:8][C:7]([N:9]2[CH2:13][CH2:12][N:11]([CH2:14][C:15]3[CH:20]=[CH:19][C:18]([C:21]([N:23]4[CH2:28][CH2:27][CH2:26][CH2:25][CH2:24]4)=[O:22])=[CH:17][CH:16]=3)[C:10]2=[O:29])=[N:6][C:5]=1[CH3:30])(=O)[CH3:2].COC(OC)[N:34]([CH3:36])C.O.[NH2:40]N. Product: [CH3:30][C:5]1[N:6]=[C:7]([N:9]2[CH2:13][CH2:12][N:11]([CH2:14][C:15]3[CH:16]=[CH:17][C:18]([C:21]([N:23]4[CH2:28][CH2:27][CH2:26][CH2:25][CH2:24]4)=[O:22])=[CH:19][CH:20]=3)[C:10]2=[O:29])[S:8][C:4]=1[C:1]1[NH:40][N:34]=[CH:36][CH:2]=1. The catalyst class is: 42. (5) Reactant: [C:1]([O:5][C:6]([NH:8][C:9]1[CH:14]=[CH:13][C:12](CC(O)=O)=[CH:11][CH:10]=1)=[O:7])([CH3:4])([CH3:3])[CH3:2].[H-].[H-].[H-].[H-].[Li+].[Al+3].[C:25](OCC)(=[O:27])[CH3:26]. Product: [C:1]([O:5][C:6]([NH:8][C:9]1[CH:10]=[CH:11][CH:12]=[CH:13][C:14]=1[CH2:26][CH2:25][OH:27])=[O:7])([CH3:2])([CH3:3])[CH3:4]. The catalyst class is: 1. (6) Reactant: C(O)=O.OS([O-])(=O)=O.[K+].[Cl:10][C:11]1[CH:12]=[C:13]2[N:36](COCC[Si](C)(C)C)[C:35]([O:45][C@H:46]3[C@H:50]4[O:51][CH2:52][C@@H:53]([OH:54])[C@H:49]4[O:48][CH2:47]3)=[N:34][C:14]2=[N:15][C:16]=1[C:17]1[CH:22]=[CH:21][C:20]([C:23]2[CH:28]=[CH:27][C:26]([N:29]3[CH:33]=[CH:32][CH:31]=[N:30]3)=[CH:25][CH:24]=2)=[CH:19][CH:18]=1.[OH-].[Na+]. Product: [Cl:10][C:11]1[CH:12]=[C:13]2[NH:36][C:35]([O:45][C@H:46]3[C@H:50]4[O:51][CH2:52][C@@H:53]([OH:54])[C@H:49]4[O:48][CH2:47]3)=[N:34][C:14]2=[N:15][C:16]=1[C:17]1[CH:18]=[CH:19][C:20]([C:23]2[CH:28]=[CH:27][C:26]([N:29]3[CH:33]=[CH:32][CH:31]=[N:30]3)=[CH:25][CH:24]=2)=[CH:21][CH:22]=1. The catalyst class is: 90. (7) Reactant: [OH:1][C:2]1[CH:7]=[CH:6][C:5]([C:8](=[O:38])[CH2:9][CH2:10][C:11]([N:13]2[CH2:18][CH2:17][N:16]([C:19]3[CH:24]=[CH:23][C:22]([NH:25][C:26]([C:28]4[C:37]5[C:32](=[CH:33][CH:34]=[CH:35][CH:36]=5)[CH:31]=[CH:30][CH:29]=4)=[O:27])=[CH:21][CH:20]=3)[CH2:15][CH2:14]2)=[O:12])=[CH:4][CH:3]=1.C(=O)([O-])[O-].[K+].[K+].[S:45]([O:55][CH2:56][CH2:57]OS(C1C=CC(C)=CC=1)(=O)=O)([C:48]1[CH:54]=[CH:53][C:51]([CH3:52])=[CH:50][CH:49]=1)(=[O:47])=[O:46]. Product: [C:28]1([C:26]([NH:25][C:22]2[CH:21]=[CH:20][C:19]([N:16]3[CH2:17][CH2:18][N:13]([C:11](=[O:12])[CH2:10][CH2:9][C:8]([C:5]4[CH:6]=[CH:7][C:2]([O:1][CH2:57][CH2:56][O:55][S:45]([C:48]5[CH:54]=[CH:53][C:51]([CH3:52])=[CH:50][CH:49]=5)(=[O:47])=[O:46])=[CH:3][CH:4]=4)=[O:38])[CH2:14][CH2:15]3)=[CH:24][CH:23]=2)=[O:27])[C:37]2[C:32](=[CH:33][CH:34]=[CH:35][CH:36]=2)[CH:31]=[CH:30][CH:29]=1. The catalyst class is: 3. (8) Reactant: CS(O[CH:6]([CH:18]1[CH2:20][CH2:19]1)[CH2:7][CH2:8][C:9]1[CH:14]=[CH:13][CH:12]=[CH:11][C:10]=1[N+:15]([O-:17])=[O:16])(=O)=O.C([O-])(C)(C)C.[K+].O. Product: [N+:15]([C:10]1[CH:11]=[CH:12][CH:13]=[CH:14][C:9]=1[CH:8]1[CH2:7][CH:6]1[CH:18]1[CH2:20][CH2:19]1)([O-:17])=[O:16]. The catalyst class is: 9.